Dataset: Full USPTO retrosynthesis dataset with 1.9M reactions from patents (1976-2016). Task: Predict the reactants needed to synthesize the given product. (1) Given the product [F:10][C:8]1[CH:7]=[C:4]([CH:3]=[C:2]([O:11][C:12]2[CH:13]=[N:14][CH:15]=[N:16][CH:17]=2)[CH:9]=1)[C:5]#[N:6], predict the reactants needed to synthesize it. The reactants are: F[C:2]1[CH:3]=[C:4]([CH:7]=[C:8]([F:10])[CH:9]=1)[C:5]#[N:6].[OH:11][C:12]1[CH:13]=[N:14][CH:15]=[N:16][CH:17]=1.C([O-])([O-])=O.[K+].[K+]. (2) Given the product [CH3:48][C:47]([CH3:53])=[C:52]([C:18]1[CH:19]=[CH:20][C:21]([C:41]([O:43][CH3:44])=[O:42])=[CH:22][CH:23]=1)[CH3:51], predict the reactants needed to synthesize it. The reactants are: [Br-].C([P+]([C:18]1[CH:23]=[CH:22][CH:21]=[CH:20][CH:19]=1)([C:18]1[CH:23]=[CH:22][CH:21]=[CH:20][CH:19]=1)[C:18]1[CH:23]=[CH:22][CH:21]=[CH:20][CH:19]=1)(C)C.C[Si](C)(C)[N-][Si](C)(C)C.[K+].C(C1C=CC([C:41]([O:43][CH3:44])=[O:42])=CC=1)(=O)C.[C:47]1([CH3:53])[CH:52]=[CH:51]C=C[CH:48]=1. (3) Given the product [F:32][C:29]1[CH:30]=[CH:31][C:25]2[N:24]=[C:23]([C:18]3[C:17]4[C:16]5[C:11](=[CH:12][CH:13]=[CH:14][CH:15]=5)[N:10]([C:8]5[CH:9]=[CH:2][C:3]([C:4]([NH2:5])=[O:47])=[C:6]([NH:46][CH2:45][C:43]6[N:42]=[CH:41][O:40][CH:44]=6)[CH:7]=5)[C:22]=4[CH:21]=[CH:20][CH:19]=3)[NH:27][C:26]=2[CH:28]=1, predict the reactants needed to synthesize it. The reactants are: F[C:2]1[CH:9]=[C:8]([N:10]2[C:22]3[CH:21]=[CH:20][CH:19]=[C:18]([C:23]4[NH:27][C:26]5[CH:28]=[C:29]([F:32])[CH:30]=[CH:31][C:25]=5[N:24]=4)[C:17]=3[C:16]3[C:11]2=[CH:12][CH:13]=[CH:14][CH:15]=3)[CH:7]=[CH:6][C:3]=1[C:4]#[N:5].C(=O)([O-])[O-].[K+].[K+].Cl.[O:40]1[CH:44]=[C:43]([CH2:45][NH2:46])[N:42]=[CH:41]1.[OH-:47].[Na+].OO.